From a dataset of Reaction yield outcomes from USPTO patents with 853,638 reactions. Predict the reaction yield, written as a fraction of the theoretical maximum amount of product (1.0 means a 100% yield; for example, 0.34 means a 34% yield). (1) The reactants are [NH2:1][C:2]1[C:11]([C:12]([O:14][CH2:15][CH:16]=[CH2:17])=[O:13])=[C:5]2[NH:6][C:7](=[O:10])[CH:8]=[CH:9][N:4]2[N:3]=1.N1C[CH2:20][CH2:21][N:22]2[CH2:28]CCCC[C:23]=12.N1(O[P+](N2CCCC2)(N2CCCC2)N2CCCC2)C2C=CC=CC=2N=N1.CN(C)CCO.C(=O)([O-])[O-].[Cs+].[Cs+]. The catalyst is CC#N. The product is [NH2:1][C:2]1[C:11]([C:12]([O:14][CH2:15][CH:16]=[CH2:17])=[O:13])=[C:5]2[N:6]=[C:7]([O:10][CH2:20][CH2:21][N:22]([CH3:28])[CH3:23])[CH:8]=[CH:9][N:4]2[N:3]=1. The yield is 0.350. (2) The reactants are [Cl:1][CH2:2][CH2:3][CH:4]([C:6]1[CH:11]=[CH:10][CH:9]=[CH:8][CH:7]=1)[OH:5].C(OC(C)=C)(=O)C. The catalyst is CCCCCCC. The product is [Cl:1][CH2:2][CH2:3][C@@H:4]([C:6]1[CH:11]=[CH:10][CH:9]=[CH:8][CH:7]=1)[OH:5]. The yield is 0.520. (3) The yield is 0.420. The reactants are [H-].[Na+].Br[CH2:4][C:5]1[CH:15]=[CH:14][C:8]([C:9]([O:11][CH2:12][CH3:13])=[O:10])=[CH:7][CH:6]=1.C(OP(OCC)OCC)C.[CH:26](=O)[C:27]1[O:31][CH:30]=[CH:29][CH:28]=1. The catalyst is O1CCCC1. The product is [CH2:12]([O:11][C:9](=[O:10])[C:8]1[CH:14]=[CH:15][C:5](/[CH:4]=[CH:26]/[C:27]2[O:31][CH:30]=[CH:29][CH:28]=2)=[CH:6][CH:7]=1)[CH3:13]. (4) The reactants are C(C1C=CC(C(OC)=O)=C(O)C=1)=O.[F:14][C:15]1[CH:24]=[C:23]([CH:25]=[O:26])[CH:22]=[C:21]([O:27]C)[C:16]=1[C:17]([O:19][CH3:20])=[O:18].[Al+3].[Cl-].[Cl-].[Cl-]. No catalyst specified. The product is [F:14][C:15]1[CH:24]=[C:23]([CH:25]=[O:26])[CH:22]=[C:21]([OH:27])[C:16]=1[C:17]([O:19][CH3:20])=[O:18]. The yield is 0.960. (5) The reactants are COP([CH2:7][C:8](=[O:16])[C:9]([F:15])([F:14])[CH2:10][CH2:11][CH2:12][CH3:13])(=O)OC.[OH-].[Na+].[C:19]([O:22][C@@H:23]1[C@H:27]([CH2:28][CH2:29][CH2:30][CH2:31][CH2:32][CH2:33][C:34]([O:36][CH3:37])=[O:35])[C@@H:26]([CH:38]=O)[C@H:25]([O:40][CH:41]2[CH2:46][CH2:45][CH2:44][CH2:43][O:42]2)[CH2:24]1)(=[O:21])[CH3:20].O. The catalyst is COC(C)(C)C. The product is [C:19]([O:22][C@@H:23]1[C@H:27]([CH2:28][CH2:29][CH2:30][CH2:31][CH2:32][CH2:33][C:34]([O:36][CH3:37])=[O:35])[C@@H:26](/[CH:38]=[CH:7]/[C:8](=[O:16])[C:9]([F:14])([F:15])[CH2:10][CH2:11][CH2:12][CH3:13])[C@H:25]([O:40][CH:41]2[CH2:46][CH2:45][CH2:44][CH2:43][O:42]2)[CH2:24]1)(=[O:21])[CH3:20]. The yield is 0.848. (6) The reactants are [C:1]1([CH2:11][NH2:12])[C:10]2[C:5](=[CH:6][CH:7]=[CH:8][CH:9]=2)[CH:4]=[CH:3][CH:2]=1.F[C:14]1[CH:22]=[N:21][CH:20]=[CH:19][C:15]=1[C:16]([OH:18])=[O:17]. No catalyst specified. The product is [C:1]1([CH2:11][NH:12][C:19]2[CH:20]=[N:21][CH:22]=[CH:14][C:15]=2[C:16]([OH:18])=[O:17])[C:10]2[C:5](=[CH:6][CH:7]=[CH:8][CH:9]=2)[CH:4]=[CH:3][CH:2]=1. The yield is 0.660.